From a dataset of Forward reaction prediction with 1.9M reactions from USPTO patents (1976-2016). Predict the product of the given reaction. (1) Given the reactants Br[CH2:2][CH2:3][O:4][C:5]1[C:10]([CH3:11])=[CH:9][C:8]([C:12]2[NH:21][C:20](=[O:22])[C:19]3[C:14](=[CH:15][C:16]([O:25][CH3:26])=[CH:17][C:18]=3[O:23][CH3:24])[N:13]=2)=[CH:7][C:6]=1[CH3:27].[CH2:28]1[C:36]2[C:31](=[CH:32][CH:33]=[CH:34][CH:35]=2)[CH2:30][NH:29]1, predict the reaction product. The product is: [CH2:28]1[C:36]2[C:31](=[CH:32][CH:33]=[CH:34][CH:35]=2)[CH2:30][N:29]1[CH2:2][CH2:3][O:4][C:5]1[C:10]([CH3:11])=[CH:9][C:8]([C:12]2[NH:21][C:20](=[O:22])[C:19]3[C:14](=[CH:15][C:16]([O:25][CH3:26])=[CH:17][C:18]=3[O:23][CH3:24])[N:13]=2)=[CH:7][C:6]=1[CH3:27]. (2) Given the reactants [C:1]1([CH:7]([C:10]2[CH:15]=[CH:14][CH:13]=[CH:12][CH:11]=2)[C:8]#[N:9])[CH:6]=[CH:5][CH:4]=[CH:3][CH:2]=1.[C:16]1(=[O:21])[CH2:20][CH2:19][CH:18]=[CH:17]1.CC(C)([O-])C.[K+].Cl, predict the reaction product. The product is: [O:21]=[C:16]1[CH2:20][CH2:19][CH:18]([C:7]([C:1]2[CH:2]=[CH:3][CH:4]=[CH:5][CH:6]=2)([C:10]2[CH:11]=[CH:12][CH:13]=[CH:14][CH:15]=2)[C:8]#[N:9])[CH2:17]1. (3) The product is: [Cl:1][C:2]1[CH:7]=[CH:6][C:5]([C:8]2[C:13]([C:14]([NH:27][CH2:26][CH2:25][O:24][CH3:23])=[O:16])=[C:12]([CH3:17])[N:11]=[CH:10][CH:9]=2)=[C:4]([F:18])[CH:3]=1. Given the reactants [Cl:1][C:2]1[CH:7]=[CH:6][C:5]([C:8]2[C:13]([C:14]([OH:16])=O)=[C:12]([CH3:17])[N:11]=[CH:10][CH:9]=2)=[C:4]([F:18])[CH:3]=1.S(Cl)(Cl)=O.[CH3:23][O:24][CH2:25][CH2:26][NH2:27].C(N(CC)CC)C, predict the reaction product.